From a dataset of Full USPTO retrosynthesis dataset with 1.9M reactions from patents (1976-2016). Predict the reactants needed to synthesize the given product. (1) Given the product [C:31]([O:1][C@@H:2]1[CH2:26][CH2:25][C@@:24]2([CH3:27])[C@H:4]([CH2:5][CH2:6][C@@H:7]3[C@@H:23]2[CH2:22][C:21](=[O:28])[C@@:20]2([CH3:29])[C@H:8]3[CH2:9][CH2:10][C@@H:11]2[C@H:12]([CH3:19])[CH2:13][CH2:14][C:15]([O:17][CH3:18])=[O:16])[CH2:3]1)(=[O:32])[CH3:30], predict the reactants needed to synthesize it. The reactants are: [OH:1][C@@H:2]1[CH2:26][CH2:25][C@@:24]2([CH3:27])[C@H:4]([CH2:5][CH2:6][C@@H:7]3[C:23]2=[CH:22][C:21](=[O:28])[C@@:20]2([CH3:29])[C@H:8]3[CH2:9][CH2:10][C@@H:11]2[C@H:12]([CH3:19])[CH2:13][CH2:14][C:15]([O:17][CH3:18])=[O:16])[CH2:3]1.[CH3:30][CH2:31][O:32]C(C)=O. (2) Given the product [Cl:31][C:29]1[N:28]=[N:27][C:26]([CH3:32])=[C:25]([C:6]2[CH:7]=[C:8]([N:9]3[CH2:10][CH2:11][O:12][CH2:13][CH2:14]3)[C:3]([O:2][CH3:1])=[N:4][CH:5]=2)[CH:30]=1, predict the reactants needed to synthesize it. The reactants are: [CH3:1][O:2][C:3]1[C:8]([N:9]2[CH2:14][CH2:13][O:12][CH2:11][CH2:10]2)=[CH:7][C:6](B2OC(C)(C)C(C)(C)O2)=[CH:5][N:4]=1.Cl[C:25]1[CH:30]=[C:29]([Cl:31])[N:28]=[N:27][C:26]=1[CH3:32].C(=O)([O-])[O-].[Cs+].[Cs+].C(P(C(C)(C)C)C(C)(C)C)(C)(C)C. (3) Given the product [CH:10]1([N:9]2[C:29]([C:26]3[CH:25]=[CH:24][CH:23]=[CH:28][CH:27]=3)=[C:33]3[C:6]([CH2:35][CH2:36][NH:34][CH2:31][CH2:32]3)=[N:8]2)[CH2:11][CH2:12]1, predict the reactants needed to synthesize it. The reactants are: C(O[C:6]([NH:8][NH:9][CH:10]1[CH2:12][CH2:11]1)=O)(C)(C)C.C(OC(N1C([C:23]2[CH:28]=[CH:27][C:26]([C:29]#N)=[CH:25][CH:24]=2)O1)=O)(C)(C)C.[CH:31]1([NH2:34])[CH2:33][CH2:32]1.[CH3:35][CH2:36]OCC. (4) The reactants are: C[O:2][C:3](=[O:26])[C:4]1[CH:9]=[CH:8][C:7]([O:10][CH2:11][CH2:12][N:13]2[CH2:18][CH2:17][N:16]([CH2:19][CH2:20][C:21]([CH3:24])([CH3:23])[CH3:22])[CH2:15][CH2:14]2)=[C:6]([CH3:25])[CH:5]=1.[OH-].[Na+]. Given the product [CH3:22][C:21]([CH3:24])([CH3:23])[CH2:20][CH2:19][N:16]1[CH2:17][CH2:18][N:13]([CH2:12][CH2:11][O:10][C:7]2[CH:8]=[CH:9][C:4]([C:3]([OH:26])=[O:2])=[CH:5][C:6]=2[CH3:25])[CH2:14][CH2:15]1, predict the reactants needed to synthesize it. (5) Given the product [F:32][C:33]([F:41])([F:42])[C:34]1[CH:35]=[CH:36][C:37]([O:40][CH2:44][C@@H:45]([NH:50][C:51]([C:64]2[CH:69]=[CH:68][CH:67]=[CH:66][CH:65]=2)([C:58]2[CH:59]=[CH:60][CH:61]=[CH:62][CH:63]=2)[C:52]2[CH:57]=[CH:56][CH:55]=[CH:54][CH:53]=2)[C:46]([O:48][CH3:49])=[O:47])=[CH:38][CH:39]=1, predict the reactants needed to synthesize it. The reactants are: C1(P(C2C=CC=CC=2)C2C=CC=CC=2)C=CC=CC=1.CCOC(/N=N/C(OCC)=O)=O.[F:32][C:33]([F:42])([F:41])[C:34]1[CH:39]=[CH:38][C:37]([OH:40])=[CH:36][CH:35]=1.O[CH2:44][C@@H:45]([NH:50][C:51]([C:64]1[CH:69]=[CH:68][CH:67]=[CH:66][CH:65]=1)([C:58]1[CH:63]=[CH:62][CH:61]=[CH:60][CH:59]=1)[C:52]1[CH:57]=[CH:56][CH:55]=[CH:54][CH:53]=1)[C:46]([O:48][CH3:49])=[O:47].